The task is: Predict the reactants needed to synthesize the given product.. This data is from Full USPTO retrosynthesis dataset with 1.9M reactions from patents (1976-2016). (1) The reactants are: C1C=CC(P(C2C=CC=CC=2)C2C=CC=CC=2)=CC=1.II.[C:22]([O:26][C:27]([N:29]1[CH2:33][CH2:32][CH:31]([C:34](=O)[NH:35][CH:36]([C:42](=[O:56])[C:43]2[CH:48]=[CH:47][C:46]([O:49][C:50]3[CH:55]=[CH:54][CH:53]=[CH:52][CH:51]=3)=[CH:45][CH:44]=2)[C:37]([O:39][CH2:40][CH3:41])=[O:38])[CH2:30]1)=[O:28])([CH3:25])([CH3:24])[CH3:23]. Given the product [CH2:40]([O:39][C:37]([C:36]1[N:35]=[C:34]([CH:31]2[CH2:32][CH2:33][N:29]([C:27]([O:26][C:22]([CH3:25])([CH3:23])[CH3:24])=[O:28])[CH2:30]2)[O:56][C:42]=1[C:43]1[CH:44]=[CH:45][C:46]([O:49][C:50]2[CH:51]=[CH:52][CH:53]=[CH:54][CH:55]=2)=[CH:47][CH:48]=1)=[O:38])[CH3:41], predict the reactants needed to synthesize it. (2) Given the product [F:1][C:2]1[CH:3]=[C:4]([NH:5][C:36]([C:34]2[S:35][C:31]([C:25]3[CH:26]=[CH:27][CH:28]=[CH:29][CH:30]=3)=[CH:32][N:33]=2)=[O:37])[CH:6]=[CH:7][C:8]=1[O:9][C:10]1[CH:15]=[CH:14][N:13]=[C:12]2[CH:16]=[C:17]([C:19]3[N:20]([CH3:24])[CH:21]=[CH:22][N:23]=3)[S:18][C:11]=12, predict the reactants needed to synthesize it. The reactants are: [F:1][C:2]1[CH:3]=[C:4]([CH:6]=[CH:7][C:8]=1[O:9][C:10]1[CH:15]=[CH:14][N:13]=[C:12]2[CH:16]=[C:17]([C:19]3[N:20]([CH3:24])[CH:21]=[CH:22][N:23]=3)[S:18][C:11]=12)[NH2:5].[C:25]1([C:31]2[S:35][C:34]([C:36](Cl)=[O:37])=[N:33][CH:32]=2)[CH:30]=[CH:29][CH:28]=[CH:27][CH:26]=1.CCN(C(C)C)C(C)C. (3) Given the product [Cl:1][C:2]1[C:3]([O:12][CH:14]([CH3:16])[CH3:15])=[CH:4][CH:5]=[C:6]2[C:10]=1[C:9](=[O:11])[NH:8][CH2:7]2, predict the reactants needed to synthesize it. The reactants are: [Cl:1][C:2]1[C:3]([OH:12])=[CH:4][CH:5]=[C:6]2[C:10]=1[C:9](=[O:11])[NH:8][CH2:7]2.I[CH:14]([CH3:16])[CH3:15].C(=O)([O-])[O-].[Cs+].[Cs+]. (4) The reactants are: O.NN.O=C1C2C(=CC=CC=2)C(=O)[N:6]1[C@H:15]1[CH2:19][O:18][CH2:17][C@H:16]1[NH:20][C:21](=[O:27])[O:22][C:23]([CH3:26])([CH3:25])[CH3:24]. Given the product [NH2:6][C@H:15]1[CH2:19][O:18][CH2:17][C@H:16]1[NH:20][C:21](=[O:27])[O:22][C:23]([CH3:25])([CH3:24])[CH3:26], predict the reactants needed to synthesize it. (5) Given the product [CH:1]1([CH2:4][O:5][CH2:6][C:7]2[CH:8]=[CH:9][C:10]([NH:14][S:23]([C:17]3[CH:18]=[C:19]([F:22])[CH:20]=[CH:21][C:16]=3[F:15])(=[O:25])=[O:24])=[N:11][C:12]=2[CH3:13])[CH2:3][CH2:2]1, predict the reactants needed to synthesize it. The reactants are: [CH:1]1([CH2:4][O:5][CH2:6][C:7]2[CH:8]=[CH:9][C:10]([NH2:14])=[N:11][C:12]=2[CH3:13])[CH2:3][CH2:2]1.[F:15][C:16]1[CH:21]=[CH:20][C:19]([F:22])=[CH:18][C:17]=1[S:23](Cl)(=[O:25])=[O:24].